This data is from NCI-60 drug combinations with 297,098 pairs across 59 cell lines. The task is: Regression. Given two drug SMILES strings and cell line genomic features, predict the synergy score measuring deviation from expected non-interaction effect. Drug 1: C1C(C(OC1N2C=C(C(=O)NC2=O)F)CO)O. Drug 2: C1=NC2=C(N=C(N=C2N1C3C(C(C(O3)CO)O)O)F)N. Cell line: TK-10. Synergy scores: CSS=20.8, Synergy_ZIP=-9.86, Synergy_Bliss=-3.94, Synergy_Loewe=-10.3, Synergy_HSA=-0.917.